This data is from Forward reaction prediction with 1.9M reactions from USPTO patents (1976-2016). The task is: Predict the product of the given reaction. (1) Given the reactants FC1C=C(C2[O:13][N:12]=C(C(N3C[C@H](CC(C)C)NC(=O)[C@@H]3CC(C)C)=O)C=2)C=CC=1F.[CH2:31]([C@@H:35]1[NH:40][CH2:39][C@H:38]([CH2:41][S:42][CH3:43])[NH:37][C:36]1=[O:44])[CH:32]([CH3:34])[CH3:33].[F:45][C:46]1[CH:51]=[CH:50][C:49]([C:52]2ON=[C:54]([C:57]([OH:59])=O)[N:53]=2)=[CH:48][CH:47]=1, predict the reaction product. The product is: [F:45][C:46]1[CH:47]=[CH:48][C:49]([C:52]2[N:53]=[C:54]([C:57]([N:40]3[CH2:39][C@H:38]([CH2:41][S:42][CH3:43])[NH:37][C:36](=[O:44])[C@@H:35]3[CH2:31][CH:32]([CH3:34])[CH3:33])=[O:59])[O:13][N:12]=2)=[CH:50][CH:51]=1. (2) The product is: [F:27][C:15]1[CH:14]=[C:13]([C:12]#[C:11][C:6]2[CH:7]=[C:8]([O:9][CH3:10])[C:3]([O:2][CH3:1])=[N:4][CH:5]=2)[CH:18]=[CH:17][CH:16]=1. Given the reactants [CH3:1][O:2][C:3]1[C:8]([O:9][CH3:10])=[CH:7][C:6]([C:11]#[C:12][C:13]2[CH:18]=[CH:17][CH:16]=[CH:15][C:14]=2C)=[CH:5][N:4]=1.IC1C=CC=C([F:27])C=1, predict the reaction product. (3) Given the reactants Br[C:2]1[CH:3]=[N:4][C:5]([NH:8][C@H:9]2[CH2:12][C@H:11]([N:13]3[C:17]4=[N:18][CH:19]=[CH:20][CH:21]=[C:16]4[C:15]([CH3:23])([CH3:22])[C:14]3=[O:24])[CH2:10]2)=[N:6][CH:7]=1.[CH:25]1(B(O)O)[CH2:27][CH2:26]1.C(=O)([O-])[O-].[Na+].[Na+], predict the reaction product. The product is: [CH:25]1([C:2]2[CH:3]=[N:4][C:5]([NH:8][C@H:9]3[CH2:12][C@H:11]([N:13]4[C:17]5=[N:18][CH:19]=[CH:20][CH:21]=[C:16]5[C:15]([CH3:23])([CH3:22])[C:14]4=[O:24])[CH2:10]3)=[N:6][CH:7]=2)[CH2:27][CH2:26]1. (4) The product is: [CH3:1][S:2]([C:4]1[N:5]=[C:6]([N:9]2[C:13]3[CH:14]=[CH:15][CH:16]=[CH:17][C:12]=3[N:11]([CH2:18][C:19]([OH:21])=[O:20])[C:10]2=[O:26])[S:7][CH:8]=1)=[O:3]. Given the reactants [CH3:1][S:2]([C:4]1[N:5]=[C:6]([N:9]2[C:13]3[CH:14]=[CH:15][CH:16]=[CH:17][C:12]=3[N:11]([CH2:18][C:19]([O:21]C(C)(C)C)=[O:20])[C:10]2=[O:26])[S:7][CH:8]=1)=[O:3].C(Cl)Cl, predict the reaction product. (5) Given the reactants [Si:1]([O:8][CH2:9][C:10]1[N:11]([CH3:23])[C:12]2[C:17]([CH:18]=1)=[CH:16][C:15]([CH:19]=[O:20])=[C:14]([CH:21]=[CH2:22])[CH:13]=2)([C:4]([CH3:7])([CH3:6])[CH3:5])([CH3:3])[CH3:2].[CH2:24]([Mg]Br)[CH2:25][CH:26]=[CH2:27], predict the reaction product. The product is: [Si:1]([O:8][CH2:9][C:10]1[N:11]([CH3:23])[C:12]2[C:17]([CH:18]=1)=[CH:16][C:15]([CH:19]([OH:20])[CH2:27][CH2:26][CH:25]=[CH2:24])=[C:14]([CH:21]=[CH2:22])[CH:13]=2)([C:4]([CH3:7])([CH3:6])[CH3:5])([CH3:3])[CH3:2]. (6) The product is: [CH:1]1([C:7]2[C:15]3[C:10](=[CH:11][C:12]([C:16]([OH:18])=[O:17])=[CH:13][CH:14]=3)[N:9]([CH3:23])[C:8]=2[C:24]2[CH:29]=[CH:28][CH:27]=[CH:26][C:25]=2[O:30][CH2:31][C:32]([O:34][CH3:35])=[O:33])[CH2:6][CH2:5][CH2:4][CH2:3][CH2:2]1. Given the reactants [CH:1]1([C:7]2[C:15]3[C:10](=[CH:11][C:12]([C:16]([O:18]C(C)(C)C)=[O:17])=[CH:13][CH:14]=3)[N:9]([CH3:23])[C:8]=2[C:24]2[CH:29]=[CH:28][CH:27]=[CH:26][C:25]=2[O:30][CH2:31][C:32]([O:34][CH3:35])=[O:33])[CH2:6][CH2:5][CH2:4][CH2:3][CH2:2]1.ClCCl, predict the reaction product. (7) Given the reactants [OH:1][CH:2]([C:15]1[NH:16][C:17]2[C:22]([CH:23]=1)=[CH:21][CH:20]=[CH:19][N:18]=2)[CH2:3][N:4]1[C:8](=[O:9])[C:7]2=[CH:10][CH:11]=[CH:12][CH:13]=[C:6]2[C:5]1=[O:14].Cl.[O:25]1[CH:30]=[CH:29][CH2:28][CH2:27][CH2:26]1, predict the reaction product. The product is: [C:5]1(=[O:14])[N:4]([CH2:3][CH:2]([C:15]2[NH:16][C:17]3[C:22]([CH:23]=2)=[CH:21][CH:20]=[CH:19][N:18]=3)[O:1][CH:26]2[CH2:27][CH2:28][CH2:29][CH2:30][O:25]2)[C:8](=[O:9])[C:7]2=[CH:10][CH:11]=[CH:12][CH:13]=[C:6]12. (8) Given the reactants [CH2:1]([N:5]1[C:13]2[C:12](=[O:14])[N:11]([CH3:15])[C:10]([O:16][C:17]3[CH:22]=[CH:21][CH:20]=[CH:19][C:18]=3[C:23](=[O:25])[NH2:24])=[N:9][C:8]=2[N:7]=[C:6]1[N:26]1[CH2:31][CH2:30][N:29](C(OC(C)(C)C)=O)[CH2:28][CH2:27]1)[C:2]#[C:3][CH3:4].[OH-].[Na+], predict the reaction product. The product is: [CH2:1]([N:5]1[C:13]2[C:12](=[O:14])[N:11]([CH3:15])[C:10]([O:16][C:17]3[CH:22]=[CH:21][CH:20]=[CH:19][C:18]=3[C:23]([NH2:24])=[O:25])=[N:9][C:8]=2[N:7]=[C:6]1[N:26]1[CH2:31][CH2:30][NH:29][CH2:28][CH2:27]1)[C:2]#[C:3][CH3:4]. (9) Given the reactants C(OC([N:8]1[CH2:12][CH2:11][CH2:10][C@H:9]1[C:13](=[O:53])[NH:14][C@:15]1([C:20]([NH:22][S:23]([C:26]2[CH:31]=[CH:30][CH:29]=[CH:28][C:27]=2[NH:32][CH2:33][CH2:34][CH2:35][CH2:36][CH2:37][CH2:38][CH2:39][C@@H:40]([C:50]([OH:52])=[O:51])[NH:41][C:42]([O:44][CH:45]2[CH2:49][CH2:48][CH2:47][CH2:46]2)=[O:43])(=[O:25])=[O:24])=[O:21])[CH2:17][C@H:16]1[CH:18]=[CH2:19])=O)(C)(C)C.C(O)(C(F)(F)F)=O, predict the reaction product. The product is: [CH:45]1([O:44][C:42]([NH:41][C@@H:40]([CH2:39][CH2:38][CH2:37][CH2:36][CH2:35][CH2:34][CH2:33][NH:32][C:27]2[CH:28]=[CH:29][CH:30]=[CH:31][C:26]=2[S:23](=[O:24])(=[O:25])[NH:22][C:20]([C@@:15]2([NH:14][C:13]([C@@H:9]3[CH2:10][CH2:11][CH2:12][NH:8]3)=[O:53])[CH2:17][C@H:16]2[CH:18]=[CH2:19])=[O:21])[C:50]([OH:52])=[O:51])=[O:43])[CH2:49][CH2:48][CH2:47][CH2:46]1. (10) Given the reactants N[C:2]1[CH:3]=[CH:4][C:5]([CH3:12])=[C:6]([CH:11]=1)[C:7]([O:9][CH3:10])=[O:8].Cl.N([O-])=O.[Na+].C([O-])(O)=O.[Na+].[C-]#N.[K+].[C:26]([Cu])#[N:27], predict the reaction product. The product is: [CH3:10][O:9][C:7](=[O:8])[C:6]1[CH:11]=[C:2]([C:26]#[N:27])[CH:3]=[CH:4][C:5]=1[CH3:12].